This data is from Full USPTO retrosynthesis dataset with 1.9M reactions from patents (1976-2016). The task is: Predict the reactants needed to synthesize the given product. Given the product [F:45][C:2]([F:1])([F:44])[C:3]1[CH:4]=[C:5]([CH:41]=[CH:42][CH:43]=1)[C:6]([NH:8][CH2:9][C:10]([NH:12][C@@H:13]1[CH2:17][CH2:16][N:15]([CH:18]2[CH2:24][CH2:23][CH2:22][N:21]([C:25]3[CH:26]=[CH:27][C:28]([C:29]([OH:31])=[O:30])=[CH:39][CH:40]=3)[CH2:20][CH2:19]2)[CH2:14]1)=[O:11])=[O:7], predict the reactants needed to synthesize it. The reactants are: [F:1][C:2]([F:45])([F:44])[C:3]1[CH:4]=[C:5]([CH:41]=[CH:42][CH:43]=1)[C:6]([NH:8][CH2:9][C:10]([NH:12][C@@H:13]1[CH2:17][CH2:16][N:15]([CH:18]2[CH2:24][CH2:23][CH2:22][N:21]([C:25]3[CH:40]=[CH:39][C:28]([C:29]([O:31]CC4C=CC=CC=4)=[O:30])=[CH:27][CH:26]=3)[CH2:20][CH2:19]2)[CH2:14]1)=[O:11])=[O:7].[H][H].